The task is: Predict which catalyst facilitates the given reaction.. This data is from Catalyst prediction with 721,799 reactions and 888 catalyst types from USPTO. (1) Product: [Br:4][C:5]1[CH:6]=[N:7][CH:8]=[C:9]([S:2][CH3:1])[CH:10]=1. The catalyst class is: 39. Reactant: [CH3:1][S-:2].[Na+].[Br:4][C:5]1[CH:6]=[N:7][CH:8]=[C:9](Br)[CH:10]=1. (2) Reactant: [Cl:1][C:2]1[CH:3]=[C:4]([CH:8]([CH2:12][CH:13]2[CH2:17][CH2:16][CH2:15][CH2:14]2)[C:9]([OH:11])=O)[CH:5]=[CH:6][CH:7]=1.C(Cl)(=O)C(Cl)=O.[CH3:24][O:25][C:26](=[O:34])[C:27]1[CH:32]=[CH:31][C:30]([NH2:33])=[N:29][CH:28]=1.C(N(CC)C(C)C)(C)C. Product: [CH3:24][O:25][C:26](=[O:34])[C:27]1[CH:32]=[CH:31][C:30]([NH:33][C:9](=[O:11])[CH:8]([C:4]2[CH:5]=[CH:6][CH:7]=[C:2]([Cl:1])[CH:3]=2)[CH2:12][CH:13]2[CH2:17][CH2:16][CH2:15][CH2:14]2)=[N:29][CH:28]=1. The catalyst class is: 306. (3) Reactant: Br[C:2]1[CH:7]=[C:6]([CH3:8])[C:5]([N:9]=[CH:10][N:11]([CH3:13])[CH3:12])=[C:4]([CH3:14])[CH:3]=1.C([Li])CCC.[CH:20]1([CH:23]=[O:24])[CH2:22][CH2:21]1. Product: [CH:20]1([CH:23]([OH:24])[C:2]2[CH:7]=[C:6]([CH3:8])[C:5]([N:9]=[CH:10][N:11]([CH3:13])[CH3:12])=[C:4]([CH3:14])[CH:3]=2)[CH2:22][CH2:21]1. The catalyst class is: 1. (4) Reactant: C([N:4]([CH:7]([CH3:9])[CH3:8])CC)(C)C.[Cl:10][C:11]1[N:16]=[C:15]([C:17]2[S:21][C:20]3[CH:22]=[CH:23][CH:24]=[C:25]([C:26]([OH:28])=O)[C:19]=3[CH:18]=2)[C:14]([Cl:29])=[CH:13][N:12]=1.C1(N)CC1.F[P-](F)(F)(F)(F)F.N1(O[P+](N(C)C)(N(C)C)N(C)C)C2C=CC=CC=2N=N1. Product: [CH:7]1([NH:4][C:26]([C:25]2[C:19]3[CH:18]=[C:17]([C:15]4[C:14]([Cl:29])=[CH:13][N:12]=[C:11]([Cl:10])[N:16]=4)[S:21][C:20]=3[CH:22]=[CH:23][CH:24]=2)=[O:28])[CH2:9][CH2:8]1. The catalyst class is: 268. (5) Reactant: [NH2:1][C:2]1[CH:3]=[C:4]([C:10]2([CH3:24])[C:19](=[O:20])[C:18]3[C:13](=[C:14]([Br:22])[CH:15]=[C:16]([Br:21])[CH:17]=3)[NH:12][C:11]2=[O:23])[CH:5]=[CH:6][C:7]=1[O:8]C.B(Br)(Br)Br.CCCCCC. Product: [NH2:1][C:2]1[CH:3]=[C:4]([C:10]2([CH3:24])[C:19](=[O:20])[C:18]3[C:13](=[C:14]([Br:22])[CH:15]=[C:16]([Br:21])[CH:17]=3)[NH:12][C:11]2=[O:23])[CH:5]=[CH:6][C:7]=1[OH:8]. The catalyst class is: 25. (6) Reactant: C(O[C:6]([NH:8][C:9]1[CH:10]=[N:11][CH:12]=[CH:13][C:14]=1[CH3:15])=O)(C)(C)C.CON(C)C(=O)[C:20]1[CH:25]=[CH:24][CH:23]=[CH:22][CH:21]=1.O. Product: [C:20]1([C:6]2[NH:8][C:9]3=[CH:10][N:11]=[CH:12][CH:13]=[C:14]3[CH:15]=2)[CH:25]=[CH:24][CH:23]=[CH:22][CH:21]=1. The catalyst class is: 7. (7) Reactant: [NH2:1][C:2]1[C:6]2[C:7]([CH2:23][O:24][CH3:25])=[N:8][C:9]([NH:11][C:12]([NH:14][C@@H:15]([C:17]3[CH:22]=[CH:21][CH:20]=[CH:19][CH:18]=3)[CH3:16])=[O:13])=[CH:10][C:5]=2[NH:4][N:3]=1.[O-]S([O-])(=O)=O.[Mg+2].[C:32](O)([C:34](F)(F)F)=O.C(=O)C.C([BH3-])#N.[Na+]. Product: [CH2:32]([NH:1][C:2]1[C:6]2[C:7]([CH2:23][O:24][CH3:25])=[N:8][C:9]([NH:11][C:12]([NH:14][C@@H:15]([C:17]3[CH:22]=[CH:21][CH:20]=[CH:19][CH:18]=3)[CH3:16])=[O:13])=[CH:10][C:5]=2[NH:4][N:3]=1)[CH3:34]. The catalyst class is: 147.